This data is from Full USPTO retrosynthesis dataset with 1.9M reactions from patents (1976-2016). The task is: Predict the reactants needed to synthesize the given product. Given the product [NH2:1][C:2]1[N:7]=[C:6]([O:34][CH:28]2[CH2:33][CH2:32][CH2:31][CH2:30][CH2:29]2)[C:5]([C:12]2[CH:13]=[CH:14][C:15](=[O:21])[N:16]([CH:18]([CH3:20])[CH3:19])[N:17]=2)=[C:4]([C:22]2[CH:27]=[CH:26][CH:25]=[CH:24][CH:23]=2)[N:3]=1, predict the reactants needed to synthesize it. The reactants are: [NH2:1][C:2]1[N:7]=[C:6](S(C)(=O)=O)[C:5]([C:12]2[CH:13]=[CH:14][C:15](=[O:21])[N:16]([CH:18]([CH3:20])[CH3:19])[N:17]=2)=[C:4]([C:22]2[CH:27]=[CH:26][CH:25]=[CH:24][CH:23]=2)[N:3]=1.[CH:28]1([OH:34])[CH2:33][CH2:32][CH2:31][CH2:30][CH2:29]1.